Dataset: Catalyst prediction with 721,799 reactions and 888 catalyst types from USPTO. Task: Predict which catalyst facilitates the given reaction. (1) Reactant: [CH3:1][C:2]1([C:32](OCC)=[O:33])[C:10]2[C:9]([NH:11][CH3:12])=[N:8][C:7]([C:13]3[C:21]4[C:16](=[N:17][CH:18]=[CH:19][CH:20]=4)[N:15]([CH2:22][CH2:23][C:24]([F:30])([F:29])[C:25]([F:28])([F:27])[F:26])[N:14]=3)=[N:6][C:5]=2[NH:4][C:3]1=[O:31].[CH:37]1([NH2:40])[CH2:39][CH2:38]1. Product: [CH:37]1([NH:40][C:32]([C:2]2([CH3:1])[C:10]3[C:9]([NH:11][CH3:12])=[N:8][C:7]([C:13]4[C:21]5[C:16](=[N:17][CH:18]=[CH:19][CH:20]=5)[N:15]([CH2:22][CH2:23][C:24]([F:30])([F:29])[C:25]([F:28])([F:27])[F:26])[N:14]=4)=[N:6][C:5]=3[NH:4][C:3]2=[O:31])=[O:33])[CH2:39][CH2:38]1. The catalyst class is: 5. (2) Reactant: [C:1]([O:5][C:6]([N:8]([CH2:25][CH:26]([F:28])[F:27])[C:9]1[CH:14]=[C:13]([C:15]2[O:16][CH:17]=[C:18]([C:20]([O:22]CC)=[O:21])[N:19]=2)[CH:12]=[CH:11][N:10]=1)=[O:7])([CH3:4])([CH3:3])[CH3:2].[OH-].[Na+].Cl. Product: [C:1]([O:5][C:6]([N:8]([CH2:25][CH:26]([F:28])[F:27])[C:9]1[CH:14]=[C:13]([C:15]2[O:16][CH:17]=[C:18]([C:20]([OH:22])=[O:21])[N:19]=2)[CH:12]=[CH:11][N:10]=1)=[O:7])([CH3:4])([CH3:2])[CH3:3]. The catalyst class is: 5. (3) Reactant: [C:1]1([C:6]2[C:14]3[C:9](=[CH:10][N:11]=[C:12]([C:15]4[CH:16]=[N:17][CH:18]=[CH:19][CH:20]=4)[CH:13]=3)[N:8]([CH:21]3[CH2:26][CH2:25][CH2:24][CH2:23][O:22]3)[N:7]=2)[CH2:5][CH2:4][CH2:3][CH:2]=1.C1CC=CCC=1. Product: [CH:1]1([C:6]2[C:14]3[C:9](=[CH:10][N:11]=[C:12]([C:15]4[CH:16]=[N:17][CH:18]=[CH:19][CH:20]=4)[CH:13]=3)[N:8]([CH:21]3[CH2:26][CH2:25][CH2:24][CH2:23][O:22]3)[N:7]=2)[CH2:2][CH2:3][CH2:4][CH2:5]1. The catalyst class is: 63.